From a dataset of NCI-60 drug combinations with 297,098 pairs across 59 cell lines. Regression. Given two drug SMILES strings and cell line genomic features, predict the synergy score measuring deviation from expected non-interaction effect. (1) Drug 1: CC(CN1CC(=O)NC(=O)C1)N2CC(=O)NC(=O)C2. Drug 2: CS(=O)(=O)CCNCC1=CC=C(O1)C2=CC3=C(C=C2)N=CN=C3NC4=CC(=C(C=C4)OCC5=CC(=CC=C5)F)Cl. Cell line: EKVX. Synergy scores: CSS=12.8, Synergy_ZIP=-3.87, Synergy_Bliss=0.563, Synergy_Loewe=-2.87, Synergy_HSA=2.57. (2) Drug 1: C1CN1C2=NC(=NC(=N2)N3CC3)N4CC4. Drug 2: C1=CC(=CC=C1CC(C(=O)O)N)N(CCCl)CCCl.Cl. Cell line: MDA-MB-435. Synergy scores: CSS=18.2, Synergy_ZIP=-5.44, Synergy_Bliss=1.62, Synergy_Loewe=0.552, Synergy_HSA=1.46. (3) Drug 1: C1=CC=C(C=C1)NC(=O)CCCCCCC(=O)NO. Drug 2: CC1=C(C(=O)C2=C(C1=O)N3CC4C(C3(C2COC(=O)N)OC)N4)N. Cell line: MOLT-4. Synergy scores: CSS=46.7, Synergy_ZIP=-0.812, Synergy_Bliss=0.385, Synergy_Loewe=-14.1, Synergy_HSA=1.60. (4) Drug 1: C1CCN(CC1)CCOC2=CC=C(C=C2)C(=O)C3=C(SC4=C3C=CC(=C4)O)C5=CC=C(C=C5)O. Drug 2: CC(C)NC(=O)C1=CC=C(C=C1)CNNC.Cl. Cell line: HL-60(TB). Synergy scores: CSS=-15.8, Synergy_ZIP=5.92, Synergy_Bliss=0.00183, Synergy_Loewe=-17.9, Synergy_HSA=-16.0. (5) Drug 1: C1CN(CCN1C(=O)CCBr)C(=O)CCBr. Drug 2: C(CCl)NC(=O)N(CCCl)N=O. Cell line: SW-620. Synergy scores: CSS=24.2, Synergy_ZIP=-6.99, Synergy_Bliss=-0.635, Synergy_Loewe=-1.33, Synergy_HSA=0.203.